From a dataset of Full USPTO retrosynthesis dataset with 1.9M reactions from patents (1976-2016). Predict the reactants needed to synthesize the given product. (1) Given the product [CH3:6][NH:7][CH2:9][CH2:10][CH2:11][CH2:12][N:13]1[C:14](=[O:23])[C:15]2[C:20](=[CH:19][CH:18]=[CH:17][CH:16]=2)[C:21]1=[O:22], predict the reactants needed to synthesize it. The reactants are: C(O[C:6](=O)[N:7]([CH2:9][CH2:10][CH2:11][CH2:12][N:13]1[C:21](=[O:22])[C:20]2[C:15](=[CH:16][CH:17]=[CH:18][CH:19]=2)[C:14]1=[O:23])C)(C)(C)C.FC(F)(F)S(O)(=O)=O. (2) Given the product [Cl:6][CH:7]([C:8]1[N:18]([C:19]2[CH:24]=[CH:23][CH:22]=[CH:21][CH:20]=2)[C:16](=[O:17])[C:12]2[S:13][CH:14]=[CH:15][C:11]=2[N:10]=1)[CH2:25][CH3:26], predict the reactants needed to synthesize it. The reactants are: P(Cl)(Cl)(Cl)=O.[Cl:6][CH:7]([CH2:25][CH3:26])[C:8]([NH:10][C:11]1[CH:15]=[CH:14][S:13][C:12]=1[C:16]([NH:18][C:19]1[CH:24]=[CH:23][CH:22]=[CH:21][CH:20]=1)=[O:17])=O.